Dataset: Full USPTO retrosynthesis dataset with 1.9M reactions from patents (1976-2016). Task: Predict the reactants needed to synthesize the given product. (1) Given the product [CH2:1]([O:3][C:4]([C:6]1[N:7]=[C:8]([C:15]2[CH:16]=[CH:17][C:18]([F:19])=[C:13]([Cl:12])[CH:14]=2)[S:9][CH:10]=1)=[O:5])[CH3:2], predict the reactants needed to synthesize it. The reactants are: [CH2:1]([O:3][C:4]([C:6]1[N:7]=[C:8](Br)[S:9][CH:10]=1)=[O:5])[CH3:2].[Cl:12][C:13]1[CH:14]=[C:15](B(O)O)[CH:16]=[CH:17][C:18]=1[F:19].[O-]P(OP(OP([O-])([O-])=O)([O-])=O)(=O)[O-].[K+].[K+].[K+].[K+].[K+].Cl. (2) Given the product [CH2:41]([N:43]([CH2:49][CH3:50])[CH:44]1[CH2:48][CH2:47][N:46]([C:19]([C:16]2[N:17]([CH3:18])[C:13]([C:9]3[CH:10]=[CH:11][CH:12]=[C:7]([CH2:1][CH2:2][CH2:3][CH2:4][CH2:5][CH3:6])[CH:8]=3)=[N:14][C:15]=2[I:22])=[O:21])[CH2:45]1)[CH3:42], predict the reactants needed to synthesize it. The reactants are: [CH2:1]([C:7]1[CH:8]=[C:9]([C:13]2[N:17]([CH3:18])[C:16]([C:19]([OH:21])=O)=[C:15]([I:22])[N:14]=2)[CH:10]=[CH:11][CH:12]=1)[CH2:2][CH2:3][CH2:4][CH2:5][CH3:6].ClC1N=C(OC)N=C(OC)N=1.CN1CCOCC1.[CH2:41]([N:43]([CH2:49][CH3:50])[CH:44]1[CH2:48][CH2:47][NH:46][CH2:45]1)[CH3:42]. (3) Given the product [CH3:1][NH:2][CH2:3][CH2:4][C:5]1[CH:10]=[CH:9][CH:8]=[CH:7][C:6]=1[NH2:11], predict the reactants needed to synthesize it. The reactants are: [CH3:1][NH:2][CH2:3][CH2:4][C:5]1[CH:10]=[CH:9][CH:8]=[CH:7][C:6]=1[N+:11]([O-])=O. (4) The reactants are: C(N(CC)CC)C.Cl.[CH2:9]([C:16]([OH:18])=O)[CH2:10][C:11]1[N:15]=[CH:14][NH:13][CH:12]=1.CN(C(ON1N=NC2C=CC=CC1=2)=[N+](C)C)C.[B-](F)(F)(F)F.FC(F)(F)C(O)=O.[NH2:48][CH:49]([CH:68]([OH:77])[C:69]1[CH:74]=[CH:73][C:72]([O:75][CH3:76])=[CH:71][CH:70]=1)[C:50]([N:52]1[CH2:55][C:54]([O:63][CH2:64][CH2:65][CH2:66][CH3:67])([C:56]2[CH:61]=[CH:60][CH:59]=[CH:58][C:57]=2[CH3:62])[CH2:53]1)=[O:51].[OH-].[Na+]. Given the product [CH2:64]([O:63][C:54]1([C:56]2[CH:61]=[CH:60][CH:59]=[CH:58][C:57]=2[CH3:62])[CH2:53][N:52]([C:50]([CH:49]([NH:48][C:16](=[O:18])[CH2:9][CH2:10][C:11]2[N:15]=[CH:14][NH:13][CH:12]=2)[CH:68]([OH:77])[C:69]2[CH:74]=[CH:73][C:72]([O:75][CH3:76])=[CH:71][CH:70]=2)=[O:51])[CH2:55]1)[CH2:65][CH2:66][CH3:67], predict the reactants needed to synthesize it. (5) Given the product [F:34][C:31]1[CH:32]=[CH:33][C:28]([C:26]#[C:27][C:13]2[S:17][CH:16]=[N:15][C:14]=2[NH:18][C:19](=[O:25])[O:20][C:21]([CH3:24])([CH3:23])[CH3:22])=[CH:29][CH:30]=1, predict the reactants needed to synthesize it. The reactants are: C(=O)([O-])[O-].[Cs+].[Cs+].O1CCCC1.I[C:13]1[S:17][CH:16]=[N:15][C:14]=1[NH:18][C:19](=[O:25])[O:20][C:21]([CH3:24])([CH3:23])[CH3:22].[C:26]([C:28]1[CH:33]=[CH:32][C:31]([F:34])=[CH:30][CH:29]=1)#[CH:27]. (6) Given the product [C:11]([NH:14][C:15]1[N:16]=[C:17]([C:5]2[N:4]=[CH:3][NH:2][N:1]=2)[C:18]2[N:24]=[C:23]([C:25]3[CH:30]=[CH:29][C:28]([O:31][CH3:32])=[C:27]([O:33][CH3:34])[CH:26]=3)[CH:22]=[CH:21][C:19]=2[N:20]=1)(=[O:13])[CH3:12], predict the reactants needed to synthesize it. The reactants are: [NH:1]1[CH:5]=[N:4][CH:3]=[N:2]1.P(Cl)(Cl)(Cl)=O.[C:11]([NH:14][C:15]1[NH:16][C:17](=O)[C:18]2[N:24]=[C:23]([C:25]3[CH:30]=[CH:29][C:28]([O:31][CH3:32])=[C:27]([O:33][CH3:34])[CH:26]=3)[CH:22]=[CH:21][C:19]=2[N:20]=1)(=[O:13])[CH3:12].C(N(CC)CC)C.